From a dataset of Catalyst prediction with 721,799 reactions and 888 catalyst types from USPTO. Predict which catalyst facilitates the given reaction. (1) Reactant: C(N(CC)CC)C.[NH2:8][C@@H:9]([CH2:18][OH:19])[CH2:10][C:11]1[CH:16]=[CH:15][C:14]([OH:17])=[CH:13][CH:12]=1.[C:20]([N:24]=[C:25]=[S:26])([CH3:23])([CH3:22])[CH3:21]. Product: [C:20]([NH:24][C:25]([NH:8][C@@H:9]([CH2:18][OH:19])[CH2:10][C:11]1[CH:16]=[CH:15][C:14]([OH:17])=[CH:13][CH:12]=1)=[S:26])([CH3:23])([CH3:22])[CH3:21]. The catalyst class is: 8. (2) Reactant: Cl.[CH3:2][O:3][C:4](=[O:10])[C@@H:5]1[CH2:9][CH2:8][CH2:7][NH:6]1.O.C1(C)C=CC(S(O)(=O)=O)=CC=1.[N:23]([O-])=[O:24].[Na+]. Product: [CH3:2][O:3][C:4]([C@@H:5]1[CH2:9][CH2:8][CH2:7][N:6]1[N:23]=[O:24])=[O:10]. The catalyst class is: 4. (3) Reactant: [Br:1][C:2]1[C:3]2[CH:12]=[CH:11][N:10](S(C3C=CC(C)=CC=3)(=O)=O)[C:4]=2[C:5](=[O:9])[N:6]([CH3:8])[CH:7]=1.O.[OH-].[Li+]. Product: [Br:1][C:2]1[C:3]2[CH:12]=[CH:11][NH:10][C:4]=2[C:5](=[O:9])[N:6]([CH3:8])[CH:7]=1. The catalyst class is: 30. (4) Reactant: [CH3:1][C:2]1([CH3:8])[CH2:7][CH2:6][O:5][C:3]1=[O:4].[OH-:9].[K+:10]. Product: [K+:10].[OH:5][CH2:6][CH2:7][C:2]([CH3:8])([CH3:1])[C:3]([O-:9])=[O:4]. The catalyst class is: 6. (5) Reactant: [F:1][C:2]1[CH:7]=[CH:6][C:5]([C:8]2[CH:13]=[CH:12][C:11]([C:14]3[N:19]=[C:18]([C:20]([O:22]C)=O)[CH:17]=[C:16]([CH:24]=[CH2:25])[CH:15]=3)=[CH:10][CH:9]=2)=[CH:4][CH:3]=1.[NH3:26]. Product: [F:1][C:2]1[CH:3]=[CH:4][C:5]([C:8]2[CH:13]=[CH:12][C:11]([C:14]3[N:19]=[C:18]([C:20]([NH2:26])=[O:22])[CH:17]=[C:16]([CH:24]=[CH2:25])[CH:15]=3)=[CH:10][CH:9]=2)=[CH:6][CH:7]=1. The catalyst class is: 254. (6) Reactant: C([O-])([O-])=O.[Na+].[Na+].Br[C:8]1[CH:9]=[CH:10][C:11]([C:14]#[C:15][C:16]([CH3:19])([OH:18])[CH3:17])=[N:12][CH:13]=1.[Cl:20][C:21]1[CH:26]=[CH:25][C:24](OB(O)O)=[CH:23][CH:22]=1. Product: [Cl:20][C:21]1[CH:26]=[CH:25][C:24]([C:8]2[CH:9]=[CH:10][C:11]([C:14]#[C:15][C:16]([CH3:19])([OH:18])[CH3:17])=[N:12][CH:13]=2)=[CH:23][CH:22]=1. The catalyst class is: 12. (7) Reactant: [OH:1][C:2]1[CH:7]=[CH:6][CH:5]=[CH:4][C:3]=1[C:8]1[O:9][C:10]2[CH:18]=[CH:17][CH:16]=[CH:15][C:11]=2[C:12](=O)[N:13]=1.Cl.[NH:20]([CH2:22][C:23]1[CH:28]=[CH:27][N:26]=[CH:25][CH:24]=1)[NH2:21].C(N(CC)CC)C. Product: [OH:1][C:2]1[CH:7]=[CH:6][CH:5]=[CH:4][C:3]=1[C:8]1[N:13]=[C:12]([C:11]2[CH:15]=[CH:16][CH:17]=[CH:18][C:10]=2[OH:9])[N:20]([CH2:22][C:23]2[CH:28]=[CH:27][N:26]=[CH:25][CH:24]=2)[N:21]=1. The catalyst class is: 8. (8) Reactant: [CH2:1]([O:3][C:4]1[CH:9]=[CH:8][C:7]([C:10](=O)[CH3:11])=[C:6]([OH:13])[CH:5]=1)[CH3:2]. Product: [CH2:1]([O:3][C:4]1[CH:9]=[CH:8][C:7]([CH2:10][CH3:11])=[C:6]([OH:13])[CH:5]=1)[CH3:2]. The catalyst class is: 19.